Dataset: NCI-60 drug combinations with 297,098 pairs across 59 cell lines. Task: Regression. Given two drug SMILES strings and cell line genomic features, predict the synergy score measuring deviation from expected non-interaction effect. (1) Drug 1: C1CC(=O)NC(=O)C1N2CC3=C(C2=O)C=CC=C3N. Drug 2: CC1OCC2C(O1)C(C(C(O2)OC3C4COC(=O)C4C(C5=CC6=C(C=C35)OCO6)C7=CC(=C(C(=C7)OC)O)OC)O)O. Cell line: SNB-75. Synergy scores: CSS=34.8, Synergy_ZIP=-1.97, Synergy_Bliss=4.27, Synergy_Loewe=1.23, Synergy_HSA=6.67. (2) Drug 1: C1CN(CCN1C(=O)CCBr)C(=O)CCBr. Drug 2: C1=NNC2=C1C(=O)NC=N2. Cell line: HOP-62. Synergy scores: CSS=41.9, Synergy_ZIP=-7.70, Synergy_Bliss=-5.74, Synergy_Loewe=-2.00, Synergy_HSA=-0.781.